This data is from Forward reaction prediction with 1.9M reactions from USPTO patents (1976-2016). The task is: Predict the product of the given reaction. (1) Given the reactants [CH3:1][C:2]1[C:3]([C:20]2[CH:25]=[CH:24][CH:23]=[C:22]([C:26]([F:29])([F:28])[F:27])[CH:21]=2)=[N:4][C:5]2[C:10]([C:11]=1[C:12]([O:14][CH3:15])=[O:13])=[CH:9][CH:8]=[C:7]([S:16]([CH3:19])(=[O:18])=[O:17])[CH:6]=2.C1C(=O)N([Br:37])C(=O)C1, predict the reaction product. The product is: [Br:37][CH2:1][C:2]1[C:3]([C:20]2[CH:25]=[CH:24][CH:23]=[C:22]([C:26]([F:29])([F:27])[F:28])[CH:21]=2)=[N:4][C:5]2[C:10]([C:11]=1[C:12]([O:14][CH3:15])=[O:13])=[CH:9][CH:8]=[C:7]([S:16]([CH3:19])(=[O:17])=[O:18])[CH:6]=2. (2) The product is: [F:1][C:2]1[CH:25]=[C:24]([F:26])[CH:23]=[CH:22][C:3]=1[O:4][CH:5]1[CH2:10][CH2:9][N:8]([C:11]2[N:12]=[C:13]3[CH:21]=[CH:20][N:19]=[CH:18][C:14]3=[N:15][C:16]=2[NH:29][CH:30]([CH3:32])[CH3:31])[CH2:7][CH2:6]1. Given the reactants [F:1][C:2]1[CH:25]=[C:24]([F:26])[CH:23]=[CH:22][C:3]=1[O:4][CH:5]1[CH2:10][CH2:9][N:8]([C:11]2[N:12]=[C:13]3[CH:21]=[CH:20][N:19]=[CH:18][C:14]3=[N:15][C:16]=2F)[CH2:7][CH2:6]1.C([N:29](C(C)C)[CH:30]([CH3:32])[CH3:31])C.CC(N)C, predict the reaction product. (3) Given the reactants [ClH:1].[CH3:2][N:3]([CH3:20])[CH2:4][CH2:5][C:6]1[C:14]2[C:9](=[CH:10][CH:11]=[C:12]([CH2:15][NH:16][NH:17][CH:18]=[O:19])[CH:13]=2)[NH:8][CH:7]=1, predict the reaction product. The product is: [ClH:1].[ClH:1].[CH3:20][N:3]([CH3:2])[CH2:4][CH2:5][C:6]1[C:14]2[C:9](=[CH:10][CH:11]=[C:12]([CH2:15][NH:16][NH:17][CH:18]=[O:19])[CH:13]=2)[NH:8][CH:7]=1. (4) Given the reactants Cl.[NH2:2][C@H:3]([C:6]1[CH:11]=[CH:10][CH:9]=[CH:8][N:7]=1)[CH2:4][OH:5].[CH3:12][C@@H:13]([CH2:17][CH:18]=[CH2:19])[C:14](O)=[O:15].CCOC(C)=O.CCCCCC, predict the reaction product. The product is: [OH:5][CH2:4][C@H:3]([NH:2][C:14](=[O:15])[C@@H:13]([CH3:12])[CH2:17][CH:18]=[CH2:19])[C:6]1[CH:11]=[CH:10][CH:9]=[CH:8][N:7]=1. (5) Given the reactants [C:1]([C:3]1[C:4]2[N:44](COCC[Si](C)(C)C)[CH:43]=[N:42][C:5]=2[C:6]([CH2:33][C:34]2[C:39]([Cl:40])=[CH:38][CH:37]=[CH:36][C:35]=2[Cl:41])=[N:7][C:8]=1[NH:9][C:10]1[CH:30]=[CH:29][C:13]([C:14]([N:16]2[CH2:21][CH2:20][N:19](C(OC(C)(C)C)=O)[CH2:18][CH2:17]2)=[O:15])=[CH:12][C:11]=1[O:31][CH3:32])#[N:2].C(=O)(O)[O-].[Na+], predict the reaction product. The product is: [Cl:40][C:39]1[CH:38]=[CH:37][CH:36]=[C:35]([Cl:41])[C:34]=1[CH2:33][C:6]1[C:5]2[N:42]=[CH:43][NH:44][C:4]=2[C:3]([C:1]#[N:2])=[C:8]([NH:9][C:10]2[CH:30]=[CH:29][C:13]([C:14]([N:16]3[CH2:21][CH2:20][NH:19][CH2:18][CH2:17]3)=[O:15])=[CH:12][C:11]=2[O:31][CH3:32])[N:7]=1.